This data is from Catalyst prediction with 721,799 reactions and 888 catalyst types from USPTO. The task is: Predict which catalyst facilitates the given reaction. (1) Reactant: [OH:1][C:2]1[CH:3]=[C:4]2[C:8](=[CH:9][CH:10]=1)[NH:7][N:6]=[CH:5]2.[CH3:11][C:12]([Si:15](Cl)([CH3:17])[CH3:16])([CH3:14])[CH3:13].N1C=CN=C1. Product: [C:12]([Si:15]([CH3:17])([CH3:16])[O:1][C:2]1[CH:3]=[C:4]2[C:8](=[CH:9][CH:10]=1)[NH:7][N:6]=[CH:5]2)([CH3:14])([CH3:13])[CH3:11]. The catalyst class is: 3. (2) Reactant: C([O:3][C:4]([CH:6]1[CH2:11][CH2:10][CH:9]([C:12]2[CH:17]=[CH:16][C:15]([C:18]3[O:22][N:21]=[C:20]([CH3:23])[C:19]=3[NH:24][C:25]([O:27][CH:28]([C:30]3[CH:35]=[CH:34][CH:33]=[CH:32][C:31]=3[Cl:36])[CH3:29])=[O:26])=[CH:14][CH:13]=2)[CH2:8][CH2:7]1)=[O:5])C.[Li+].[OH-]. Product: [Cl:36][C:31]1[CH:32]=[CH:33][CH:34]=[CH:35][C:30]=1[CH:28]([O:27][C:25]([NH:24][C:19]1[C:20]([CH3:23])=[N:21][O:22][C:18]=1[C:15]1[CH:14]=[CH:13][C:12]([CH:9]2[CH2:10][CH2:11][CH:6]([C:4]([OH:5])=[O:3])[CH2:7][CH2:8]2)=[CH:17][CH:16]=1)=[O:26])[CH3:29]. The catalyst class is: 92. (3) Reactant: Cl[C:2]1[N:7]=[C:6]([NH:8][CH:9]2[CH2:12][CH2:11][CH2:10]2)[C:5]([Cl:13])=[CH:4][N:3]=1.[NH2:14][C:15]1[CH:16]=[C:17]([N:21]2[CH2:25][CH2:24][O:23][C:22]2=[O:26])[CH:18]=[CH:19][CH:20]=1.C1(C)C=CC(S(O)(=O)=O)=CC=1. Product: [Cl:13][C:5]1[C:6]([NH:8][CH:9]2[CH2:12][CH2:11][CH2:10]2)=[N:7][C:2]([NH:14][C:15]2[CH:16]=[C:17]([N:21]3[CH2:25][CH2:24][O:23][C:22]3=[O:26])[CH:18]=[CH:19][CH:20]=2)=[N:3][CH:4]=1. The catalyst class is: 12. (4) Reactant: [CH:1]([CH:3]1[CH2:8][CH2:7][N:6]([C:9]([O:11][C:12]([CH3:15])([CH3:14])[CH3:13])=[O:10])[CH2:5][CH2:4]1)=[O:2].[CH3:16][Mg]Br. Product: [OH:2][CH:1]([CH:3]1[CH2:8][CH2:7][N:6]([C:9]([O:11][C:12]([CH3:15])([CH3:14])[CH3:13])=[O:10])[CH2:5][CH2:4]1)[CH3:16]. The catalyst class is: 1. (5) Reactant: [C:1]([N:8]1[CH2:12][CH2:11][C@H:10]([NH2:13])[CH2:9]1)([O:3][C:4]([CH3:7])([CH3:6])[CH3:5])=[O:2].C(=O)([O-])[O-].[K+].[K+].C([N+]1(C)[CH2:27][CH2:26][C:25](=[O:28])[CH2:24][CH2:23]1)C.[OH-].[Na+]. Product: [O:28]=[C:25]1[CH2:26][CH2:27][N:13]([C@H:10]2[CH2:11][CH2:12][N:8]([C:1]([O:3][C:4]([CH3:7])([CH3:6])[CH3:5])=[O:2])[CH2:9]2)[CH2:23][CH2:24]1. The catalyst class is: 97. (6) Reactant: [CH:1]([C:3]1[CH:8]=[CH:7][CH:6]=[CH:5][C:4]=1[C:9]1[CH:14]=[CH:13][C:12]([C:15]([N:17]2[C:23]3[CH:24]=[CH:25][CH:26]=[CH:27][C:22]=3[CH2:21][N:20]3[C:28]([C:31]([NH:33][CH2:34][C:35]4[CH:36]=[N:37][CH:38]=[CH:39][CH:40]=4)=[O:32])=[CH:29][CH:30]=[C:19]3[CH2:18]2)=[O:16])=[CH:11][CH:10]=1)=[O:2].[BH4-].[Na+].Cl. Product: [OH:2][CH2:1][C:3]1[CH:8]=[CH:7][CH:6]=[CH:5][C:4]=1[C:9]1[CH:10]=[CH:11][C:12]([C:15]([N:17]2[C:23]3[CH:24]=[CH:25][CH:26]=[CH:27][C:22]=3[CH2:21][N:20]3[C:28]([C:31]([NH:33][CH2:34][C:35]4[CH:36]=[N:37][CH:38]=[CH:39][CH:40]=4)=[O:32])=[CH:29][CH:30]=[C:19]3[CH2:18]2)=[O:16])=[CH:13][CH:14]=1. The catalyst class is: 8. (7) Reactant: [CH:1]1([C:9]([N:11]2[CH2:16][CH2:15][N:14]([CH:17]3[CH2:20][CH2:19][CH2:18]3)[CH2:13][CH2:12]2)=[O:10])[C:3]2([CH2:8][CH2:7][NH:6][CH2:5][CH2:4]2)[CH2:2]1.Br[CH2:22][C:23]([O:25][C:26]([CH3:29])([CH3:28])[CH3:27])=[O:24]. Product: [C:26]([O:25][C:23](=[O:24])[CH2:22][N:6]1[CH2:7][CH2:8][C:3]2([CH:1]([C:9]([N:11]3[CH2:16][CH2:15][N:14]([CH:17]4[CH2:18][CH2:19][CH2:20]4)[CH2:13][CH2:12]3)=[O:10])[CH2:2]2)[CH2:4][CH2:5]1)([CH3:29])([CH3:28])[CH3:27]. The catalyst class is: 1. (8) Reactant: [CH3:1][O:2][C:3](/[CH:5]=[CH:6]/[C:7]([OH:9])=[O:8])=[O:4].CCN=C=NCCCN(C)C.Cl.[CH2:22]([N:24]([CH2:30][CH3:31])[C:25](=[O:29])[C@@H:26](O)[CH3:27])[CH3:23]. Product: [C:7]([O:9][C@H:26]([C:25](=[O:29])[N:24]([CH2:30][CH3:31])[CH2:22][CH3:23])[CH3:27])(=[O:8])/[CH:6]=[CH:5]/[C:3]([O:2][CH3:1])=[O:4]. The catalyst class is: 154.